From a dataset of NCI-60 drug combinations with 297,098 pairs across 59 cell lines. Regression. Given two drug SMILES strings and cell line genomic features, predict the synergy score measuring deviation from expected non-interaction effect. (1) Synergy scores: CSS=4.76, Synergy_ZIP=0.535, Synergy_Bliss=4.91, Synergy_Loewe=0.585, Synergy_HSA=1.06. Drug 2: C(CCl)NC(=O)N(CCCl)N=O. Cell line: MDA-MB-435. Drug 1: CC(CN1CC(=O)NC(=O)C1)N2CC(=O)NC(=O)C2. (2) Drug 1: C1CCN(CC1)CCOC2=CC=C(C=C2)C(=O)C3=C(SC4=C3C=CC(=C4)O)C5=CC=C(C=C5)O. Drug 2: CC1CCC2CC(C(=CC=CC=CC(CC(C(=O)C(C(C(=CC(C(=O)CC(OC(=O)C3CCCCN3C(=O)C(=O)C1(O2)O)C(C)CC4CCC(C(C4)OC)O)C)C)O)OC)C)C)C)OC. Cell line: HCC-2998. Synergy scores: CSS=15.4, Synergy_ZIP=-3.08, Synergy_Bliss=-3.88, Synergy_Loewe=-11.5, Synergy_HSA=-5.68. (3) Drug 1: CC1=C(C=C(C=C1)NC(=O)C2=CC=C(C=C2)CN3CCN(CC3)C)NC4=NC=CC(=N4)C5=CN=CC=C5. Drug 2: C(CC(=O)O)C(=O)CN.Cl. Cell line: HOP-62. Synergy scores: CSS=6.67, Synergy_ZIP=-5.37, Synergy_Bliss=-3.30, Synergy_Loewe=-34.5, Synergy_HSA=-2.02.